Task: Predict the reactants needed to synthesize the given product.. Dataset: Full USPTO retrosynthesis dataset with 1.9M reactions from patents (1976-2016) (1) Given the product [CH2:51]([N:5]([CH2:1][CH2:2][CH2:3][CH3:4])[C:6]([C:8]1[CH:12]=[C:11]([CH3:13])[N:10]([C:14]2[CH:19]=[CH:18][C:17]([NH:20][S:21]([C:24]3[CH:29]=[CH:28][CH:27]=[CH:26][CH:25]=3)(=[O:22])=[O:23])=[CH:16][C:15]=2[C:30]([N:32]2[CH:41]([CH2:42][OH:43])[CH2:40][C:39]3[C:34](=[CH:35][CH:36]=[CH:37][CH:38]=3)[CH2:33]2)=[O:31])[N:9]=1)=[O:7])[CH2:52][CH2:53][CH3:54], predict the reactants needed to synthesize it. The reactants are: [CH2:1]([N:5]([CH2:51][CH2:52][CH2:53][CH3:54])[C:6]([C:8]1[CH:12]=[C:11]([CH3:13])[N:10]([C:14]2[CH:19]=[CH:18][C:17]([NH:20][S:21]([C:24]3[CH:29]=[CH:28][CH:27]=[CH:26][CH:25]=3)(=[O:23])=[O:22])=[CH:16][C:15]=2[C:30]([N:32]2[C@H:41]([CH2:42][O:43][Si](C(C)(C)C)(C)C)[CH2:40][C:39]3[C:34](=[CH:35][CH:36]=[CH:37][CH:38]=3)[CH2:33]2)=[O:31])[N:9]=1)=[O:7])[CH2:2][CH2:3][CH3:4].C(N(CCCC)C(C1C=C(C)N(C2C=CC(N(S(C3C=CC=CC=3)(=O)=O)S(C3C=CC=CC=3)(=O)=O)=CC=2C(N2[C@H](CO[Si](C(C)(C)C)(C)C)CC3C(=CC=CC=3)C2)=O)N=1)=O)CCC.Cl.C([O-])(O)=O.[Na+]. (2) Given the product [CH3:29][O:30][CH2:31][CH2:32][CH2:33][C:34]#[C:35][C:7]1[CH2:16][CH2:15][C:14]2[CH:13]=[C:12]([C@H:17]3[CH2:26][CH2:25][C@@:19]4([NH:23][C:22](=[O:24])[O:21][CH2:20]4)[CH2:18]3)[CH:11]=[CH:10][C:9]=2[CH:8]=1, predict the reactants needed to synthesize it. The reactants are: FC(F)(F)S(O[C:7]1[CH2:16][CH2:15][C:14]2[C:9](=[CH:10][CH:11]=[C:12]([C@H:17]3[CH2:26][CH2:25][C@@:19]4([NH:23][C:22](=[O:24])[O:21][CH2:20]4)[CH2:18]3)[CH:13]=2)[CH:8]=1)(=O)=O.[CH3:29][O:30][CH2:31][CH2:32][CH2:33][C:34]#[CH:35]. (3) Given the product [CH2:1]([O:3][P:4]([CH:9]=[C:10]1[NH:16][CH2:15][CH2:14][N:13]([CH3:17])[C:12]2[CH:18]=[C:19]([Br:32])[CH:20]=[CH:21][C:11]1=2)(=[O:8])[O:5][CH2:6][CH3:7])[CH3:2], predict the reactants needed to synthesize it. The reactants are: [CH2:1]([O:3][P:4]([CH:9]=[C:10]1[NH:16][CH2:15][CH2:14][N:13]([CH3:17])[C:12]2[CH:18]=[CH:19][CH:20]=[CH:21][C:11]1=2)(=[O:8])[O:5][CH2:6][CH3:7])[CH3:2].FC1C=C([Br:32])C=CC=1C(O)=O. (4) Given the product [N:10]([C:7]1[CH:8]=[CH:9][C:4]([C:1]([Cl:15])=[O:2])=[CH:5][CH:6]=1)=[C:11]=[S:12], predict the reactants needed to synthesize it. The reactants are: [C:1]([C:4]1[CH:9]=[CH:8][C:7]([N:10]=[C:11]=[S:12])=[CH:6][CH:5]=1)(O)=[O:2].S(Cl)([Cl:15])=O. (5) Given the product [CH3:1][O:2][C:3](=[O:14])[CH2:4][C:5]1[CH:6]=[C:7]([CH3:13])[C:8]([O:12][C:19]2[N:18]=[N:17][C:16]([Cl:15])=[C:21]([CH:22]([CH3:24])[CH3:23])[CH:20]=2)=[C:9]([CH3:11])[CH:10]=1, predict the reactants needed to synthesize it. The reactants are: [CH3:1][O:2][C:3](=[O:14])[CH2:4][C:5]1[CH:10]=[C:9]([CH3:11])[C:8]([OH:12])=[C:7]([CH3:13])[CH:6]=1.[Cl:15][C:16]1[N:17]=[N:18][C:19](Cl)=[CH:20][C:21]=1[CH:22]([CH3:24])[CH3:23].C(=O)([O-])[O-].[K+].[K+].Cl. (6) The reactants are: C(NC(C)C)(C)C.[Br:8][C:9]1[CH:14]=[CH:13][N:12]=[C:11]2[N:15]([S:18]([C:21]3[CH:26]=[CH:25][C:24]([CH3:27])=[CH:23][CH:22]=3)(=[O:20])=[O:19])[CH:16]=[CH:17][C:10]=12.[I:28]I. Given the product [Br:8][C:9]1[CH:14]=[CH:13][N:12]=[C:11]2[N:15]([S:18]([C:21]3[CH:26]=[CH:25][C:24]([CH3:27])=[CH:23][CH:22]=3)(=[O:20])=[O:19])[C:16]([I:28])=[CH:17][C:10]=12, predict the reactants needed to synthesize it. (7) Given the product [CH3:32][O:31][C:28]1[CH:29]=[CH:30][C:25]([CH2:24][C@H:13]([NH:12][C:10](=[O:11])[C@@H:9]([NH:8][C:6](=[O:7])[CH2:49][N:46]2[CH2:47][CH2:48][O:43][CH2:44][CH2:45]2)[CH2:33][C:34]#[CH:35])[C:14]([O:16][CH2:17][C:18]2[CH:23]=[CH:22][CH:21]=[CH:20][CH:19]=2)=[O:15])=[CH:26][CH:27]=1, predict the reactants needed to synthesize it. The reactants are: C(O[C:6]([NH:8][C@@H:9]([CH2:33][C:34]#[CH:35])[C:10]([NH:12][C@@H:13]([CH2:24][C:25]1[CH:30]=[CH:29][C:28]([O:31][CH3:32])=[CH:27][CH:26]=1)[C:14]([O:16][CH2:17][C:18]1[CH:23]=[CH:22][CH:21]=[CH:20][CH:19]=1)=[O:15])=[O:11])=[O:7])(C)(C)C.C(O)(C(F)(F)F)=O.[O:43]1[CH2:48][CH2:47][N:46]([CH2:49]C(O)=O)[CH2:45][CH2:44]1.CN(C(ON1N=NC2C=CC=NC1=2)=[N+](C)C)C.F[P-](F)(F)(F)(F)F.CN1CCOCC1.